Dataset: Forward reaction prediction with 1.9M reactions from USPTO patents (1976-2016). Task: Predict the product of the given reaction. Given the reactants Br[C:2]1[CH:7]=[CH:6][CH:5]=[CH:4][N:3]=1.C([Li])CCC.[CH:13]([CH:15]1[CH2:20][CH2:19][N:18]([C:21]([O:23][C:24]([CH3:27])([CH3:26])[CH3:25])=[O:22])[CH2:17][CH2:16]1)=[O:14], predict the reaction product. The product is: [OH:14][CH:13]([C:2]1[CH:7]=[CH:6][CH:5]=[CH:4][N:3]=1)[CH:15]1[CH2:20][CH2:19][N:18]([C:21]([O:23][C:24]([CH3:27])([CH3:26])[CH3:25])=[O:22])[CH2:17][CH2:16]1.